This data is from Full USPTO retrosynthesis dataset with 1.9M reactions from patents (1976-2016). The task is: Predict the reactants needed to synthesize the given product. Given the product [Br:11][C:7]1[CH:6]=[N:5][CH:4]=[C:3]([N+:8]([O-:10])=[O:9])[C:2]=1[OH:1], predict the reactants needed to synthesize it. The reactants are: [OH:1][C:2]1[CH:7]=[CH:6][N:5]=[CH:4][C:3]=1[N+:8]([O-:10])=[O:9].[Br:11]Br.